Dataset: Catalyst prediction with 721,799 reactions and 888 catalyst types from USPTO. Task: Predict which catalyst facilitates the given reaction. (1) Reactant: Cl[C:2]1[C:3]([C:12]([NH:14][C:15]2[CH:20]=[CH:19][CH:18]=[C:17]([S:21](=[O:24])(=[O:23])[NH2:22])[CH:16]=2)=[O:13])=[N:4][C:5]2[C:10]([N:11]=1)=[CH:9][CH:8]=[CH:7][CH:6]=2.[F:25][C:26]1[CH:31]=[C:30]([F:32])[CH:29]=[CH:28][C:27]=1[OH:33].C(=O)([O-])[O-].[Cs+].[Cs+]. Product: [F:25][C:26]1[CH:31]=[C:30]([F:32])[CH:29]=[CH:28][C:27]=1[O:33][C:2]1[C:3]([C:12]([NH:14][C:15]2[CH:20]=[CH:19][CH:18]=[C:17]([S:21](=[O:24])(=[O:23])[NH2:22])[CH:16]=2)=[O:13])=[N:4][C:5]2[C:10]([N:11]=1)=[CH:9][CH:8]=[CH:7][CH:6]=2. The catalyst class is: 60. (2) Reactant: Br[C:2]1[CH:11]=[CH:10][C:9]2[N:8]=[CH:7][CH:6]=[CH:5][C:4]=2[C:3]=1[C:12]#[N:13].[SH:14][CH2:15][C:16]([O:18][CH2:19][CH3:20])=[O:17].[O-]CC.[Na+].C(=O)(O)[O-].[Na+]. Product: [C:12]([C:3]1[C:2]([S:14][CH2:15][C:16]([O:18][CH2:19][CH3:20])=[O:17])=[CH:11][CH:10]=[C:9]2[C:4]=1[CH:5]=[CH:6][CH:7]=[N:8]2)#[N:13]. The catalyst class is: 9. (3) Reactant: [NH:1]1[C:9]2[C:4](=[CH:5][CH:6]=[CH:7][CH:8]=2)[C:3]([CH2:10][CH2:11][CH2:12][C:13]([OH:15])=O)=[CH:2]1.C(N=C=NCCCN(C)C)C.[CH3:27][O:28][C:29]1[CH:34]=[CH:33][C:32]([N:35]2[CH2:40][CH2:39][NH:38][CH2:37][CH2:36]2)=[CH:31][CH:30]=1.ON1C2C=CC=CC=2N=N1.C(N(CC)CC)C. Product: [NH:1]1[C:9]2[C:4](=[CH:5][CH:6]=[CH:7][CH:8]=2)[C:3]([CH2:10][CH2:11][CH2:12][C:13]([N:38]2[CH2:37][CH2:36][N:35]([C:32]3[CH:31]=[CH:30][C:29]([O:28][CH3:27])=[CH:34][CH:33]=3)[CH2:40][CH2:39]2)=[O:15])=[CH:2]1. The catalyst class is: 7.